This data is from Forward reaction prediction with 1.9M reactions from USPTO patents (1976-2016). The task is: Predict the product of the given reaction. (1) Given the reactants [CH3:1][N:2]1[C:10]2[C:5](=[C:6]([CH3:20])[C:7](B3OC(C)(C)C(C)(C)O3)=[CH:8][CH:9]=2)[CH2:4][C:3]1=[O:21].Br[C:23]1[CH:24]=[C:25]([CH:29]=[O:30])[CH:26]=[N:27][CH:28]=1.COCCOC.C(=O)([O-])[O-].[Na+].[Na+], predict the reaction product. The product is: [OH:30][CH2:29][C:25]1[CH:24]=[C:23]([C:7]2[C:6]([CH3:20])=[C:5]3[C:10](=[CH:9][CH:8]=2)[N:2]([CH3:1])[C:3](=[O:21])[CH2:4]3)[CH:28]=[N:27][CH:26]=1. (2) Given the reactants Cl.[C:2]1([C:8]#[C:9][C:10]2[S:14][C:13]([C:15]3[N:16]=[C:17]4[CH:22]=[N:21][CH:20]=[CH:19][N:18]4[C:23]=3[NH2:24])=[CH:12][CH:11]=2)[CH:7]=[CH:6][CH:5]=[CH:4][CH:3]=1.[H-].[Na+].[CH2:27](Br)[CH3:28].CC(=O)OCC.C(Cl)Cl, predict the reaction product. The product is: [CH2:27]([NH:24][C:23]1[N:18]2[CH:19]=[CH:20][N:21]=[CH:22][C:17]2=[N:16][C:15]=1[C:13]1[S:14][C:10]([C:9]#[C:8][C:2]2[CH:7]=[CH:6][CH:5]=[CH:4][CH:3]=2)=[CH:11][CH:12]=1)[CH3:28]. (3) The product is: [CH2:8]([NH:10][CH2:2][C:3]1[O:7][N:6]=[CH:5][CH:4]=1)[CH3:9]. Given the reactants Br[CH2:2][C:3]1[O:7][N:6]=[CH:5][CH:4]=1.[CH2:8]([NH2:10])[CH3:9], predict the reaction product. (4) Given the reactants Cl.Cl.[N:3]1([CH2:8][C:9]2[CH:14]=[CH:13][C:12]([NH2:15])=[CH:11][CH:10]=2)CCC[CH2:4]1.Cl.CN[O:19][CH3:20].N1CCCC1, predict the reaction product. The product is: [CH3:20][O:19][N:3]([CH2:8][C:9]1[CH:14]=[CH:13][C:12]([NH2:15])=[CH:11][CH:10]=1)[CH3:4]. (5) The product is: [Br:1][C:2]1[CH:6]=[N:5][N:4]([CH3:7])[C:3]=1[C:8]1[CH:9]=[C:10]([NH:16][C:26]([NH:25][C:21]2[CH:22]=[CH:23][CH:24]=[C:19]([C:17]#[N:18])[CH:20]=2)=[O:27])[CH:11]=[CH:12][C:13]=1[O:14][CH3:15]. Given the reactants [Br:1][C:2]1[CH:6]=[N:5][N:4]([CH3:7])[C:3]=1[C:8]1[CH:9]=[C:10]([NH2:16])[CH:11]=[CH:12][C:13]=1[O:14][CH3:15].[C:17]([C:19]1[CH:20]=[C:21]([N:25]=[C:26]=[O:27])[CH:22]=[CH:23][CH:24]=1)#[N:18], predict the reaction product. (6) Given the reactants Cl[C:2]1[N:7]=[CH:6][C:5]2[C:8]([N:14]3[CH2:18][CH2:17][CH2:16][CH2:15]3)=[N:9][N:10]([CH:11]([CH3:13])[CH3:12])[C:4]=2[CH:3]=1.[NH2:19][C:20]1[CH:25]=[CH:24][N:23]=[C:22]([N:26]2[CH2:31][CH2:30][CH:29]([OH:32])[C:28]([CH3:34])([CH3:33])[CH2:27]2)[N:21]=1.CC(C)([O-])C.[Na+].C(O)(C)(C)C, predict the reaction product. The product is: [CH:11]([N:10]1[C:4]2[CH:3]=[C:2]([NH:19][C:20]3[CH:25]=[CH:24][N:23]=[C:22]([N:26]4[CH2:31][CH2:30][CH:29]([OH:32])[C:28]([CH3:34])([CH3:33])[CH2:27]4)[N:21]=3)[N:7]=[CH:6][C:5]=2[C:8]([N:14]2[CH2:18][CH2:17][CH2:16][CH2:15]2)=[N:9]1)([CH3:13])[CH3:12]. (7) Given the reactants [F:1][C:2]1[CH:3]=[C:4]([CH:40]=[C:41]([F:43])[CH:42]=1)[CH2:5][C@H:6]([C:25]([N:27]1[C@@H:31]([CH2:32][C:33]2[CH:38]=[CH:37][CH:36]=[CH:35][CH:34]=2)[CH2:30][O:29][C:28]1=[O:39])=[O:26])[C@@H:7]([CH:9]1[CH2:13][CH:12]([O:14][CH2:15][CH:16]=[CH2:17])[CH2:11][N:10]1[C:18]([O:20][C:21]([CH3:24])([CH3:23])[CH3:22])=[O:19])[OH:8].C([C@H]1COC(=O)N1C(=O)CCC1C=C(F)C=C(F)C=1)C1C=CC=CC=1.B(OS(C(F)(F)F)(=O)=O)(CCCC)CCCC.CCN(C(C)C)C(C)C.C(O[C@H]1CN(C(OC(C)(C)C)=O)[C@@H](C=O)C1)C=C, predict the reaction product. The product is: [F:43][C:41]1[CH:40]=[C:4]([CH:3]=[C:2]([F:1])[CH:42]=1)[CH2:5][C@H:6]([C:25]([N:27]1[C@@H:31]([CH2:32][C:33]2[CH:34]=[CH:35][CH:36]=[CH:37][CH:38]=2)[CH2:30][O:29][C:28]1=[O:39])=[O:26])[C@@H:7]([C@H:9]1[CH2:13][C@@H:12]([O:14][CH2:15][CH:16]=[CH2:17])[CH2:11][N:10]1[C:18]([O:20][C:21]([CH3:24])([CH3:23])[CH3:22])=[O:19])[OH:8]. (8) Given the reactants [Cl:1][C:2]1[CH:7]=[CH:6][C:5](B(O)O)=[CH:4][C:3]=1[CH3:11].I[C:13]1[C:18]([O:19][CH3:20])=[CH:17][C:16]([C:21]2[C:30]3[C:25](=[CH:26][C:27]([S:31]([NH:34][C:35]4[CH:39]=[CH:38][O:37][N:36]=4)(=[O:33])=[O:32])=[CH:28][CH:29]=3)[N:24]=[CH:23][N:22]=2)=[C:15]([CH3:40])[CH:14]=1.P([O-])([O-])([O-])=O.[K+].[K+].[K+], predict the reaction product. The product is: [Cl:1][C:2]1[CH:7]=[CH:6][C:5]([C:13]2[CH:14]=[C:15]([CH3:40])[C:16]([C:21]3[C:30]4[C:25](=[CH:26][C:27]([S:31]([NH:34][C:35]5[CH:39]=[CH:38][O:37][N:36]=5)(=[O:32])=[O:33])=[CH:28][CH:29]=4)[N:24]=[CH:23][N:22]=3)=[CH:17][C:18]=2[O:19][CH3:20])=[CH:4][C:3]=1[CH3:11]. (9) Given the reactants [F:1][C:2]1[CH:3]=[C:4]([NH:8][C:9](=[O:19])[CH2:10][N:11]2[CH:15]=[CH:14][C:13]([N+:16]([O-])=O)=[N:12]2)[CH:5]=[CH:6][CH:7]=1, predict the reaction product. The product is: [NH2:16][C:13]1[CH:14]=[CH:15][N:11]([CH2:10][C:9]([NH:8][C:4]2[CH:5]=[CH:6][CH:7]=[C:2]([F:1])[CH:3]=2)=[O:19])[N:12]=1. (10) Given the reactants C([O:3][C:4](=[O:36])[CH2:5][C@H:6]([NH:14][C:15]([C:17]1[CH:21]=[C:20]([O:22][CH2:23][C:24]2([CH3:28])[CH2:27][O:26][CH2:25]2)[N:19]([C:29]2[CH:34]=[CH:33][CH:32]=[CH:31][C:30]=2[F:35])[N:18]=1)=[O:16])[C:7]1[CH:12]=[CH:11][CH:10]=[CH:9][C:8]=1[CH3:13])C.[OH-].[Li+], predict the reaction product. The product is: [F:35][C:30]1[CH:31]=[CH:32][CH:33]=[CH:34][C:29]=1[N:19]1[C:20]([O:22][CH2:23][C:24]2([CH3:28])[CH2:27][O:26][CH2:25]2)=[CH:21][C:17]([C:15]([NH:14][C@H:6]([C:7]2[CH:12]=[CH:11][CH:10]=[CH:9][C:8]=2[CH3:13])[CH2:5][C:4]([OH:36])=[O:3])=[O:16])=[N:18]1.